Task: Predict which catalyst facilitates the given reaction.. Dataset: Catalyst prediction with 721,799 reactions and 888 catalyst types from USPTO (1) Reactant: [Cl:1][C:2]1[N:10]=[CH:9][CH:8]=[CH:7][C:3]=1[C:4]([OH:6])=[O:5].C(=O)([O-])[O-].[K+].[K+].[CH2:17](I)[CH3:18].O. Product: [CH2:17]([O:5][C:4](=[O:6])[C:3]1[CH:7]=[CH:8][CH:9]=[N:10][C:2]=1[Cl:1])[CH3:18]. The catalyst class is: 9. (2) Reactant: [CH3:1][C:2]1[CH:21]=[CH:20][C:5]([CH2:6][NH:7][C:8]([C:10]23[CH2:19][CH:14]4[CH2:15][CH:16]([CH2:18][CH:12]([CH2:13]4)[CH2:11]2)[CH2:17]3)=[O:9])=[CH:4][CH:3]=1.[H-].[Na+].[CH3:24]I. Product: [CH3:24][N:7]([CH2:6][C:5]1[CH:4]=[CH:3][C:2]([CH3:1])=[CH:21][CH:20]=1)[C:8]([C:10]12[CH2:19][CH:14]3[CH2:13][CH:12]([CH2:18][CH:16]([CH2:15]3)[CH2:17]1)[CH2:11]2)=[O:9]. The catalyst class is: 3. (3) Reactant: [C:1]([C:5]1[CH:6]=[C:7]([N+:18]([O-:20])=[O:19])[C:8]([O:16][CH3:17])=[C:9]([NH:11][S:12]([CH3:15])(=[O:14])=[O:13])[CH:10]=1)([CH3:4])([CH3:3])[CH3:2].Br[CH2:22][CH2:23][O:24][CH2:25][C:26]1[CH:31]=[CH:30][CH:29]=[CH:28][CH:27]=1. Product: [CH2:25]([O:24][CH2:23][CH2:22][N:11]([C:9]1[CH:10]=[C:5]([C:1]([CH3:4])([CH3:2])[CH3:3])[CH:6]=[C:7]([N+:18]([O-:20])=[O:19])[C:8]=1[O:16][CH3:17])[S:12]([CH3:15])(=[O:14])=[O:13])[C:26]1[CH:31]=[CH:30][CH:29]=[CH:28][CH:27]=1. The catalyst class is: 3. (4) Reactant: [Br:1][C:2]1[CH:3]=[N:4][C:5]([Cl:10])=[C:6]([CH:9]=1)[CH:7]=O.[C:11]([CH:16]=P(C1C=CC=CC=1)(C1C=CC=CC=1)C1C=CC=CC=1)([O:13][CH2:14][CH3:15])=[O:12]. Product: [Br:1][C:2]1[CH:9]=[C:6](/[CH:7]=[CH:16]/[C:11]([O:13][CH2:14][CH3:15])=[O:12])[C:5]([Cl:10])=[N:4][CH:3]=1. The catalyst class is: 1.